Dataset: Full USPTO retrosynthesis dataset with 1.9M reactions from patents (1976-2016). Task: Predict the reactants needed to synthesize the given product. (1) Given the product [C:35]([C:33]1[CH:32]=[C:31]([NH:39][S:40]([CH3:43])(=[O:42])=[O:41])[C:30]([O:44][CH3:45])=[C:29]([NH:28][C:6](=[O:8])[C:5]2[CH:9]=[CH:10][C:2]([CH3:1])=[C:3]([N:11]3[CH:15]=[C:14]([C:16]4[CH:17]=[N:18][CH:19]=[CH:20][CH:21]=4)[N:13]=[N:12]3)[CH:4]=2)[CH:34]=1)([CH3:38])([CH3:36])[CH3:37], predict the reactants needed to synthesize it. The reactants are: [CH3:1][C:2]1[CH:10]=[CH:9][C:5]([C:6]([OH:8])=O)=[CH:4][C:3]=1[N:11]1[CH:15]=[C:14]([C:16]2[CH:17]=[N:18][CH:19]=[CH:20][CH:21]=2)[N:13]=[N:12]1.C(Cl)(=O)C(Cl)=O.[NH2:28][C:29]1[C:30]([O:44][CH3:45])=[C:31]([NH:39][S:40]([CH3:43])(=[O:42])=[O:41])[CH:32]=[C:33]([C:35]([CH3:38])([CH3:37])[CH3:36])[CH:34]=1.N1C(C)=CC=CC=1C. (2) Given the product [CH2:30]([C:19]1[C:20]([OH:29])=[C:21]([C:25]([O:27][CH3:28])=[O:26])[C:22](=[O:24])[NH:23][C:18]=1[C:17]1[C:9]([OH:8])=[C:10]2[C:14](=[CH:15][CH:16]=1)[N:13]([CH3:32])[CH:12]=[CH:11]2)[CH3:31], predict the reactants needed to synthesize it. The reactants are: C([O:8][C:9]1[C:17]([C:18]2[NH:23][C:22](=[O:24])[C:21]([C:25]([O:27][CH3:28])=[O:26])=[C:20]([OH:29])[C:19]=2[CH2:30][CH3:31])=[CH:16][CH:15]=[C:14]2[C:10]=1[CH:11]=[CH:12][N:13]2[CH3:32])C1C=CC=CC=1.